This data is from Full USPTO retrosynthesis dataset with 1.9M reactions from patents (1976-2016). The task is: Predict the reactants needed to synthesize the given product. (1) Given the product [N:1]1[C:2]2[CH:7]=[CH:6][CH:5]=[N:4][C:3]=2[C:8]([OH:10])=[N:13][C:12]=1[OH:11], predict the reactants needed to synthesize it. The reactants are: [NH2:1][C:2]1[C:3]([C:8]([OH:10])=O)=[N:4][CH:5]=[CH:6][CH:7]=1.[O-:11][C:12]#[N:13].[K+].[Cl-].[NH4+].Cl. (2) Given the product [Cl:1][C:2]1[CH:7]=[C:6]([Cl:8])[CH:5]=[CH:4][C:3]=1[C:9]1[N:10]=[C:11](/[CH:15]=[CH:16]/[C:17]2[CH:22]=[CH:21][C:20]([C:23]3[CH:24]=[CH:25][C:26]([O:29][CH2:30][C:40]4[CH:49]=[CH:48][C:43]([C:44]([OH:46])=[O:45])=[CH:42][CH:41]=4)=[CH:27][CH:28]=3)=[CH:19][CH:18]=2)[N:12]([CH3:14])[CH:13]=1, predict the reactants needed to synthesize it. The reactants are: [Cl:1][C:2]1[CH:7]=[C:6]([Cl:8])[CH:5]=[CH:4][C:3]=1[C:9]1[N:10]=[C:11](/[CH:15]=[CH:16]/[C:17]2[CH:22]=[CH:21][C:20]([C:23]3[CH:28]=[CH:27][C:26]([O:29][CH3:30])=[CH:25][CH:24]=3)=[CH:19][CH:18]=2)[N:12]([CH3:14])[CH:13]=1.C1(O)C=CC=CC=1.BrC[C:40]1[CH:49]=[CH:48][C:43]([C:44]([O:46]C)=[O:45])=[CH:42][CH:41]=1. (3) Given the product [F:1][C:2]1[CH:3]=[CH:4][C:5]([C:8](=[O:15])[CH2:9][CH2:10][CH2:11][C:12]([N:24]2[CH2:29][CH2:28][O:27][CH2:26][CH2:25]2)=[O:14])=[CH:6][CH:7]=1, predict the reactants needed to synthesize it. The reactants are: [F:1][C:2]1[CH:7]=[CH:6][C:5]([C:8](=[O:15])[CH2:9][CH2:10][CH2:11][C:12]([OH:14])=O)=[CH:4][CH:3]=1.C(N(CC)CC)C.[Cl-].[NH:24]1[CH2:29][CH2:28][O:27][CH2:26][CH2:25]1.